This data is from Retrosynthesis with 50K atom-mapped reactions and 10 reaction types from USPTO. The task is: Predict the reactants needed to synthesize the given product. (1) Given the product CCCC(=O)Nc1ccc(CCN(CCC)CCC)cc1OCc1ccccc1, predict the reactants needed to synthesize it. The reactants are: CCCC(=O)Cl.CCCN(CCC)CCc1ccc(N)c(OCc2ccccc2)c1. (2) Given the product CC(C)(C)C(=O)c1cn(COCC[Si](C)(C)C)c2ncc(-c3cccc(CN4CCn5cnnc5C4)c3)nc12, predict the reactants needed to synthesize it. The reactants are: CC(C)(C)C(=O)c1cn(COCC[Si](C)(C)C)c2ncc(-c3cccc(C=O)c3)nc12.c1nnc2n1CCNC2. (3) The reactants are: CCOC(=O)c1cccc(Cc2c(-c3ccsc3)[nH]c3cc(OC)ccc23)n1. Given the product COc1ccc2c(Cc3cccc(C(=O)O)n3)c(-c3ccsc3)[nH]c2c1, predict the reactants needed to synthesize it. (4) Given the product COC(=O)N[C@@H]1Cc2ccccc2N(OC)C1=O, predict the reactants needed to synthesize it. The reactants are: COC(=O)Cl.CON1C(=O)[C@H](N)Cc2ccccc21. (5) Given the product CC(C)(CSc1cnc(NC(=O)N(CCOCc2ccccc2)[C@H]2CC[C@H](C)CC2)s1)C(=O)O, predict the reactants needed to synthesize it. The reactants are: CC(C)(CSc1cnc(NC(=O)N(CCOCc2ccccc2Cl)[C@H]2CC[C@H](C)CC2)s1)C(=O)O.